Dataset: Catalyst prediction with 721,799 reactions and 888 catalyst types from USPTO. Task: Predict which catalyst facilitates the given reaction. (1) Reactant: [Br:1][C:2]1[CH:3]=[C:4]([OH:8])[CH:5]=[N:6][CH:7]=1.Cl[C:10]1[CH:11]=[CH:12][C:13]([N+:25]([O-:27])=[O:26])=[C:14]([CH2:16][NH:17][C:18](=[O:24])[O:19][C:20]([CH3:23])([CH3:22])[CH3:21])[CH:15]=1.[H-].[Na+]. Product: [Br:1][C:2]1[CH:3]=[C:4]([O:8][C:10]2[CH:11]=[CH:12][C:13]([N+:25]([O-:27])=[O:26])=[C:14]([CH2:16][NH:17][C:18](=[O:24])[O:19][C:20]([CH3:23])([CH3:21])[CH3:22])[CH:15]=2)[CH:5]=[N:6][CH:7]=1. The catalyst class is: 3. (2) Reactant: [CH2:1]([O:3][C:4]1[CH:5]=[C:6]([CH:11]=[CH:12][C:13]=1[N+:14]([O-:16])=[O:15])[C:7]([NH:9][NH2:10])=O)[CH3:2].[CH3:17][N:18]=[C:19]=[S:20].C(N(CC)CC)C. Product: [CH2:1]([O:3][C:4]1[CH:5]=[C:6]([C:7]2[N:18]([CH3:17])[C:19]([SH:20])=[N:10][N:9]=2)[CH:11]=[CH:12][C:13]=1[N+:14]([O-:16])=[O:15])[CH3:2]. The catalyst class is: 1.